Dataset: Reaction yield outcomes from USPTO patents with 853,638 reactions. Task: Predict the reaction yield, written as a fraction of the theoretical maximum amount of product (1.0 means a 100% yield; for example, 0.34 means a 34% yield). (1) The reactants are F[C:2]1C=CC(C2C(C)=C(O)C(=O)N(CC(C)C)N=2)=[CH:4][C:3]=1[CH3:21].[F:22][C:23]1[CH:24]=[C:25]([C:30]2[CH:31]=[C:32]([C:37]([O:39][CH3:40])=[O:38])[C:33](=[O:36])[NH:34][N:35]=2)[CH:26]=[CH:27][C:28]=1[F:29]. No catalyst specified. The product is [F:22][C:23]1[CH:24]=[C:25]([C:30]2[CH:31]=[C:32]([C:37]([O:39][CH3:40])=[O:38])[C:33](=[O:36])[N:34]([CH2:2][CH:3]([CH3:21])[CH3:4])[N:35]=2)[CH:26]=[CH:27][C:28]=1[F:29]. The yield is 1.00. (2) The reactants are [Cl:1][C:2]1[CH:7]=[CH:6][C:5]([C:8]2[O:9][C:10]3[CH:11]=[C:12]4[C:18](=[O:19])[N:17]([CH2:20][C:21]([CH3:27])([CH3:26])[CH2:22][C:23](O)=[O:24])[C:16](=[S:28])[N:13]4[C:14]=3[CH:15]=2)=[CH:4][CH:3]=1.O[N:30]1[C:35](=O)C2C=CC=CC=2NN1.[CH3:41]CCCCC.[CH3:47][NH:48]N(CCC)NC.C(O[CH2:59][CH3:60])(=O)C. The catalyst is ClCCl.CN(C)C1C=CN=CC=1.CCN(CC)CC.CO. The product is [Cl:1][C:2]1[CH:3]=[CH:4][C:5]([C:8]2[O:9][C:10]3[CH:11]=[C:12]4[C:18](=[O:19])[N:17]([CH2:20][C:21]([CH3:26])([CH3:27])[CH2:22][C:23]([NH:48][CH2:47][CH2:59][CH2:60][N:30]([CH3:35])[CH3:41])=[O:24])[C:16](=[S:28])[N:13]4[C:14]=3[CH:15]=2)=[CH:6][CH:7]=1. The yield is 0.690. (3) The reactants are C([NH:4][C:5]1[CH:9]=[C:8]([Cl:10])[N:7]([C:11]2[CH:16]=[CH:15][C:14]([Br:17])=[CH:13][CH:12]=2)[C:6]=1[C:18]([O:20][CH2:21][CH3:22])=[O:19])(=O)C.Cl. The catalyst is C(O)C. The product is [NH2:4][C:5]1[CH:9]=[C:8]([Cl:10])[N:7]([C:11]2[CH:12]=[CH:13][C:14]([Br:17])=[CH:15][CH:16]=2)[C:6]=1[C:18]([O:20][CH2:21][CH3:22])=[O:19]. The yield is 0.640. (4) The reactants are [CH3:1][C:2]1[CH:7]=[CH:6][CH:5]=[C:4]([CH3:8])[C:3]=1[NH:9][C:10]([NH:12]/[N:13]=[CH:14]/[C:15]1[CH:38]=[CH:37][C:18]2[C:19]3[N:23]=[CH:22][N:21]([C:24]4[CH:29]=[CH:28][C:27]([O:30][C:31]([F:34])([F:33])[F:32])=[CH:26][CH:25]=4)[C:20]=3[CH:35]=[CH:36][C:17]=2[CH:16]=1)=[S:11].C([O-])(=O)C.[Na+].Br[CH:45]([CH3:50])[C:46](OC)=[O:47]. The catalyst is CCO. The product is [CH3:8][C:4]1[CH:5]=[CH:6][CH:7]=[C:2]([CH3:1])[C:3]=1[N:9]1[C:46](=[O:47])[CH:45]([CH3:50])[S:11]/[C:10]/1=[N:12]/[N:13]=[CH:14][C:15]1[CH:38]=[CH:37][C:18]2[C:19]3[N:23]=[CH:22][N:21]([C:24]4[CH:29]=[CH:28][C:27]([O:30][C:31]([F:34])([F:33])[F:32])=[CH:26][CH:25]=4)[C:20]=3[CH:35]=[CH:36][C:17]=2[CH:16]=1. The yield is 0.730. (5) The reactants are [Cl:1][C:2]1[CH:3]=[CH:4][C:5]2[NH:11][C:10]3[CH:12]=[CH:13][CH:14]=[CH:15][C:9]=3[C:8](Cl)=[N:7][C:6]=2[CH:17]=1.[Br-].[F:19][C:20]1[CH:25]=[CH:24][C:23]([Zn+])=[CH:22][CH:21]=1. The catalyst is C1COCC1.Cl[Pd](Cl)([P](C1C=CC=CC=1)(C1C=CC=CC=1)C1C=CC=CC=1)[P](C1C=CC=CC=1)(C1C=CC=CC=1)C1C=CC=CC=1. The product is [Cl:1][C:2]1[CH:3]=[CH:4][C:5]2[NH:11][C:10]3[CH:12]=[CH:13][CH:14]=[CH:15][C:9]=3[C:8]([C:23]3[CH:24]=[CH:25][C:20]([F:19])=[CH:21][CH:22]=3)=[N:7][C:6]=2[CH:17]=1. The yield is 0.720.